Dataset: Kir2.1 potassium channel HTS with 301,493 compounds. Task: Binary Classification. Given a drug SMILES string, predict its activity (active/inactive) in a high-throughput screening assay against a specified biological target. The molecule is Clc1ccc(OCC(OCC(=O)Nc2ccc(N3CCOCC3)cc2)=O)cc1. The result is 0 (inactive).